From a dataset of Full USPTO retrosynthesis dataset with 1.9M reactions from patents (1976-2016). Predict the reactants needed to synthesize the given product. (1) Given the product [C:16]([O:20][C:21]([N:23]1[CH2:28][CH2:27][CH:26]([NH:29][S:12]([C:5]2[C:6]3[C:11](=[CH:10][CH:9]=[CH:8][CH:7]=3)[C:2]([F:1])=[CH:3][CH:4]=2)(=[O:14])=[O:13])[CH2:25][CH2:24]1)=[O:22])([CH3:19])([CH3:17])[CH3:18], predict the reactants needed to synthesize it. The reactants are: [F:1][C:2]1[C:11]2[C:6](=[CH:7][CH:8]=[CH:9][CH:10]=2)[C:5]([S:12](Cl)(=[O:14])=[O:13])=[CH:4][CH:3]=1.[C:16]([O:20][C:21]([N:23]1[CH2:28][CH2:27][CH:26]([NH2:29])[CH2:25][CH2:24]1)=[O:22])([CH3:19])([CH3:18])[CH3:17].C(N(CC)CC)C. (2) Given the product [Cl:1][C:2]1[CH:3]=[C:4]([C@@H:12]([CH2:16][CH:17]2[CH2:21][CH2:20][CH2:19][CH2:18]2)[C:13]([NH:28][C:29]2[CH:34]=[N:33][C:32]([CH:35]=[C:36]([CH3:38])[CH3:37])=[CH:31][N:30]=2)=[O:15])[CH:5]=[CH:6][C:7]=1[S:8]([CH3:11])(=[O:9])=[O:10], predict the reactants needed to synthesize it. The reactants are: [Cl:1][C:2]1[CH:3]=[C:4]([C@@H:12]([CH2:16][CH:17]2[CH2:21][CH2:20][CH2:19][CH2:18]2)[C:13]([OH:15])=O)[CH:5]=[CH:6][C:7]=1[S:8]([CH3:11])(=[O:10])=[O:9].C(Cl)(=O)C(Cl)=O.[NH2:28][C:29]1[CH:34]=[N:33][C:32]([CH:35]=[C:36]([CH3:38])[CH3:37])=[CH:31][N:30]=1.N1C=CC=CC=1. (3) The reactants are: [CH3:1][O:2][C:3]1[C:8]2[N:9]=[CH:10][O:11][C:7]=2[C:6]([C:12]([OH:14])=[O:13])=[CH:5][CH:4]=1.CN(C1C=CC=CN=1)C.[N+:24]([C:27]1[CH:32]=[CH:31][C:30](O)=[CH:29][CH:28]=1)([O-:26])=[O:25].Cl.C(N=C=NCCCN(C)C)C. Given the product [CH3:1][O:2][C:3]1[C:8]2[N:9]=[CH:10][O:11][C:7]=2[C:6]([C:12]([O:14][C:30]2[CH:31]=[CH:32][C:27]([N+:24]([O-:26])=[O:25])=[CH:28][CH:29]=2)=[O:13])=[CH:5][CH:4]=1, predict the reactants needed to synthesize it. (4) The reactants are: Cl.[NH2:2][CH2:3][C:4]1[CH:9]=[C:8]([F:10])[C:7]([NH:11][S:12]([CH3:15])(=[O:14])=[O:13])=[C:6]([C:16]#[CH:17])[CH:5]=1.C(N(CC)CC)C.[N:25]1([C:31]2[N:36]=[CH:35][C:34]([CH:37]=[CH:38][C:39](O)=[O:40])=[CH:33][CH:32]=2)[CH2:30][CH2:29][O:28][CH2:27][CH2:26]1.C[N+]1(C2N=C(OC)N=C(OC)N=2)CCOCC1.[Cl-]. Given the product [C:16]([C:6]1[CH:5]=[C:4]([CH:9]=[C:8]([F:10])[C:7]=1[NH:11][S:12]([CH3:15])(=[O:14])=[O:13])[CH2:3][NH:2][C:39](=[O:40])[CH:38]=[CH:37][C:34]1[CH:35]=[N:36][C:31]([N:25]2[CH2:26][CH2:27][O:28][CH2:29][CH2:30]2)=[CH:32][CH:33]=1)#[CH:17], predict the reactants needed to synthesize it.